Dataset: Peptide-MHC class II binding affinity with 134,281 pairs from IEDB. Task: Regression. Given a peptide amino acid sequence and an MHC pseudo amino acid sequence, predict their binding affinity value. This is MHC class II binding data. (1) The peptide sequence is PRTKYTATISGLKPG. The MHC is DRB1_1101 with pseudo-sequence DRB1_1101. The binding affinity (normalized) is 0.265. (2) The MHC is HLA-DPA10201-DPB10501 with pseudo-sequence HLA-DPA10201-DPB10501. The binding affinity (normalized) is 0.455. The peptide sequence is GITIKKTGQALVVGI. (3) The peptide sequence is AFKVMATAANAAPAN. The MHC is DRB1_1001 with pseudo-sequence DRB1_1001. The binding affinity (normalized) is 0.880. (4) The peptide sequence is TTLLRALGAQKEAIS. The MHC is DRB1_0701 with pseudo-sequence DRB1_0701. The binding affinity (normalized) is 0.227. (5) The peptide sequence is ENGEWAIDFCPGVIRRHHG. The MHC is DRB1_0101 with pseudo-sequence DRB1_0101. The binding affinity (normalized) is 0.402.